This data is from Forward reaction prediction with 1.9M reactions from USPTO patents (1976-2016). The task is: Predict the product of the given reaction. (1) Given the reactants [NH2:1][C:2]1[CH:3]=[N:4][S:5][C:6]=1[O:7][CH:8]1[CH2:13][CH2:12][N:11]([C:14]([O:16][C:17]([CH3:20])([CH3:19])[CH3:18])=[O:15])[CH2:10][CH2:9]1.[NH2:21][C:22]1[S:26][C:25]([C:27]2[C:32]([F:33])=[CH:31][CH:30]=[CH:29][C:28]=2[F:34])=[N:24][C:23]=1[C:35](O)=[O:36].CN(C(ON1N=NC2C=CC=NC1=2)=[N+](C)C)C.F[P-](F)(F)(F)(F)F.CCN(C(C)C)C(C)C, predict the reaction product. The product is: [NH2:21][C:22]1[S:26][C:25]([C:27]2[C:32]([F:33])=[CH:31][CH:30]=[CH:29][C:28]=2[F:34])=[N:24][C:23]=1[C:35]([NH:1][C:2]1[CH:3]=[N:4][S:5][C:6]=1[O:7][CH:8]1[CH2:9][CH2:10][N:11]([C:14]([O:16][C:17]([CH3:20])([CH3:19])[CH3:18])=[O:15])[CH2:12][CH2:13]1)=[O:36]. (2) Given the reactants [ClH:1].Cl.Cl.[CH:4]1([NH:7][C:8]([C:10]2[C:18]3[CH:17]=[C:16]([C:19]4[C:24]([Cl:25])=[CH:23][N:22]=[C:21](NCCCN5CCNCC5)[N:20]=4)[S:15][C:14]=3[CH:13]=[CH:12][CH:11]=2)=[O:9])[CH2:6][CH2:5]1.C1(NC(C2C3C=C(C4C([Cl:57])=CN=C(Cl)N=4)SC=3C=CC=2)=O)CC1.C(OC([N:66]1[CH2:73][CH:72]2[CH:68]([CH2:69][N:70]([CH2:74][CH2:75][NH2:76])[CH2:71]2)[CH2:67]1)=O)(C)(C)C, predict the reaction product. The product is: [ClH:25].[ClH:57].[ClH:1].[CH:4]1([NH:7][C:8]([C:10]2[C:18]3[CH:17]=[C:16]([C:19]4[C:24]([Cl:25])=[CH:23][N:22]=[C:21]([NH:76][CH2:75][CH2:74][N:70]5[CH2:71][CH:72]6[CH:68]([CH2:67][NH:66][CH2:73]6)[CH2:69]5)[N:20]=4)[S:15][C:14]=3[CH:13]=[CH:12][CH:11]=2)=[O:9])[CH2:6][CH2:5]1. (3) Given the reactants [C:1]1([C@H:7]([O:9][C:10](=[O:25])[NH:11][C:12]2[N:13]([CH3:24])[N:14]=[N:15][C:16]=2[C:17]2[CH:22]=[CH:21][C:20](Br)=[CH:19][CH:18]=2)[CH3:8])[CH:6]=[CH:5][CH:4]=[CH:3][CH:2]=1.CC1(C)C(C)(C)OB([C:34]2[CH:39]=[CH:38][C:37]([CH2:40][C:41]([O:43][CH2:44][CH3:45])=[O:42])=[CH:36][CH:35]=2)O1.CC(C1C=C(C(C)C)C(C2C=CC=CC=2P(C2CCCCC2)C2CCCCC2)=C(C(C)C)C=1)C.P([O-])([O-])([O-])=O.[K+].[K+].[K+], predict the reaction product. The product is: [CH2:44]([O:43][C:41](=[O:42])[CH2:40][C:37]1[CH:38]=[CH:39][C:34]([C:20]2[CH:21]=[CH:22][C:17]([C:16]3[N:15]=[N:14][N:13]([CH3:24])[C:12]=3[NH:11][C:10]([O:9][C@@H:7]([C:1]3[CH:6]=[CH:5][CH:4]=[CH:3][CH:2]=3)[CH3:8])=[O:25])=[CH:18][CH:19]=2)=[CH:35][CH:36]=1)[CH3:45]. (4) Given the reactants Br[C:2]1[CH:3]=[C:4]([S:8]([N:11]2[CH2:20][CH2:19][C:18]3[C@:13]([CH2:31][O:32][CH3:33])([CH2:14][C:15]4[CH:23]=[N:22][N:21]([C:24]5[CH:29]=[CH:28][C:27]([F:30])=[CH:26][CH:25]=5)[C:16]=4[CH:17]=3)[CH2:12]2)(=[O:10])=[O:9])[CH:5]=[N:6][CH:7]=1.C1(P(C2C=CC=CC=2)C2C=CC3C(=CC=CC=3)C=2C2C3C(=CC=CC=3)C=CC=2P(C2C=CC=CC=2)C2C=CC=CC=2)C=CC=CC=1.CC(C)([O-])C.[Na+].[NH:86]1[CH2:91][CH2:90][O:89][CH2:88][CH2:87]1, predict the reaction product. The product is: [F:30][C:27]1[CH:28]=[CH:29][C:24]([N:21]2[C:16]3[CH:17]=[C:18]4[C@:13]([CH2:31][O:32][CH3:33])([CH2:14][C:15]=3[CH:23]=[N:22]2)[CH2:12][N:11]([S:8]([C:4]2[CH:5]=[N:6][CH:7]=[C:2]([N:86]3[CH2:91][CH2:90][O:89][CH2:88][CH2:87]3)[CH:3]=2)(=[O:10])=[O:9])[CH2:20][CH2:19]4)=[CH:25][CH:26]=1. (5) Given the reactants C(OC(=O)[NH:7][C:8]1[CH:13]=[CH:12][C:11]([Cl:14])=[CH:10][C:9]=1[NH2:15])(C)(C)C.C(O[C:22](=[O:38])[CH2:23][C:24](=O)[C:25]1[CH:30]=[CH:29][CH:28]=[C:27]([C:31]2[CH:36]=[CH:35][N:34]=[CH:33][N:32]=2)[CH:26]=1)(C)(C)C, predict the reaction product. The product is: [Cl:14][C:11]1[CH:12]=[CH:13][C:8]2[N:7]=[C:24]([C:25]3[CH:30]=[CH:29][CH:28]=[C:27]([C:31]4[CH:36]=[CH:35][N:34]=[CH:33][N:32]=4)[CH:26]=3)[CH2:23][C:22](=[O:38])[NH:15][C:9]=2[CH:10]=1. (6) Given the reactants [CH2:1]([O:3][C:4]1[CH:9]=[CH:8][N:7]=[C:6]([C:10]2[NH:11][C:12]([C:17]3[CH:22]=[C:21]([O:23][CH2:24][CH3:25])[CH:20]=[CH:19][N:18]=3)=[CH:13][C:14](=[O:16])[CH:15]=2)[CH:5]=1)[CH3:2].[H-].[Na+].[CH3:28]I.O, predict the reaction product. The product is: [CH2:24]([O:23][C:21]1[CH:20]=[CH:19][N:18]=[C:17]([C:12]2[CH:13]=[C:14]([O:16][CH3:28])[CH:15]=[C:10]([C:6]3[CH:5]=[C:4]([O:3][CH2:1][CH3:2])[CH:9]=[CH:8][N:7]=3)[N:11]=2)[CH:22]=1)[CH3:25].